This data is from Forward reaction prediction with 1.9M reactions from USPTO patents (1976-2016). The task is: Predict the product of the given reaction. Given the reactants C([O:3][C:4](=[O:26])[CH2:5][CH:6]1[O:10][B:9]([OH:11])[C:8]2[CH:12]=[C:13]([O:17][C:18]3[C:23]([C:24]#N)=[N:22][CH:21]=[CH:20][N:19]=3)[CH:14]=[C:15]([CH3:16])[C:7]1=2)C.[OH-:27].[Na+].Cl.[OH2:30], predict the reaction product. The product is: [C:4]([CH2:5][CH:6]1[O:10][B:9]([OH:11])[C:8]2[CH:12]=[C:13]([O:17][C:18]3[C:23]([C:24]([OH:30])=[O:27])=[N:22][CH:21]=[CH:20][N:19]=3)[CH:14]=[C:15]([CH3:16])[C:7]1=2)([OH:3])=[O:26].